Task: Predict the product of the given reaction.. Dataset: Forward reaction prediction with 1.9M reactions from USPTO patents (1976-2016) Given the reactants [Cl:1][C:2]1[CH:7]=[CH:6][C:5]([NH:8][C:9](=[O:23])[C:10]2[CH:15]=[CH:14][C:13]([N:16]3[CH2:21][CH2:20][NH:19][CH2:18][CH2:17]3)=[N:12][C:11]=2[CH3:22])=[CH:4][C:3]=1[C:24]1[CH:29]=[CH:28][CH:27]=[CH:26][N:25]=1.[C:30](O)(=[O:33])[CH2:31][OH:32], predict the reaction product. The product is: [Cl:1][C:2]1[CH:7]=[CH:6][C:5]([NH:8][C:9](=[O:23])[C:10]2[CH:15]=[CH:14][C:13]([N:16]3[CH2:21][CH2:20][N:19]([C:31](=[O:32])[CH2:30][OH:33])[CH2:18][CH2:17]3)=[N:12][C:11]=2[CH3:22])=[CH:4][C:3]=1[C:24]1[CH:29]=[CH:28][CH:27]=[CH:26][N:25]=1.